From a dataset of Peptide-MHC class I binding affinity with 185,985 pairs from IEDB/IMGT. Regression. Given a peptide amino acid sequence and an MHC pseudo amino acid sequence, predict their binding affinity value. This is MHC class I binding data. (1) The peptide sequence is VVSYEAGEW. The MHC is HLA-A03:01 with pseudo-sequence HLA-A03:01. The binding affinity (normalized) is 0.0847. (2) The peptide sequence is FLEGALIANI. The MHC is HLA-A02:01 with pseudo-sequence HLA-A02:01. The binding affinity (normalized) is 0.685. (3) The peptide sequence is MPAIFFSIV. The MHC is HLA-B15:42 with pseudo-sequence HLA-B15:42. The binding affinity (normalized) is 0.213. (4) The peptide sequence is GHMMVIFRL. The MHC is HLA-A80:01 with pseudo-sequence HLA-A80:01. The binding affinity (normalized) is 0.0847. (5) The peptide sequence is GRGQILLGK. The MHC is HLA-A03:01 with pseudo-sequence HLA-A03:01. The binding affinity (normalized) is 0.0518. (6) The peptide sequence is ISNMLNIMNR. The MHC is HLA-A31:01 with pseudo-sequence HLA-A31:01. The binding affinity (normalized) is 0.0250. (7) The peptide sequence is TFEFTSFFY. The MHC is HLA-A29:02 with pseudo-sequence HLA-A29:02. The binding affinity (normalized) is 1.00. (8) The MHC is HLA-A30:02 with pseudo-sequence HLA-A30:02. The binding affinity (normalized) is 0.558. The peptide sequence is MTRRRVLSV. (9) The peptide sequence is LLSRYDEHF. The MHC is HLA-B15:01 with pseudo-sequence HLA-B15:01. The binding affinity (normalized) is 0.631.